Dataset: NCI-60 drug combinations with 297,098 pairs across 59 cell lines. Task: Regression. Given two drug SMILES strings and cell line genomic features, predict the synergy score measuring deviation from expected non-interaction effect. Drug 1: C1=CC=C(C=C1)NC(=O)CCCCCCC(=O)NO. Synergy scores: CSS=50.8, Synergy_ZIP=-5.07, Synergy_Bliss=-4.86, Synergy_Loewe=-7.18, Synergy_HSA=-4.11. Cell line: HL-60(TB). Drug 2: CC1C(C(CC(O1)OC2CC(CC3=C2C(=C4C(=C3O)C(=O)C5=CC=CC=C5C4=O)O)(C(=O)C)O)N)O.